Predict the reactants needed to synthesize the given product. From a dataset of Full USPTO retrosynthesis dataset with 1.9M reactions from patents (1976-2016). (1) Given the product [Br:2][CH:3]([CH3:7])[CH2:4][CH2:5][NH:6][C:16]([NH:15][C:12]1[CH:13]=[CH:14][C:9]([F:8])=[CH:10][CH:11]=1)=[O:17], predict the reactants needed to synthesize it. The reactants are: Br.[Br:2][CH:3]([CH3:7])[CH2:4][CH2:5][NH2:6].[F:8][C:9]1[CH:14]=[CH:13][C:12]([N:15]=[C:16]=[O:17])=[CH:11][CH:10]=1. (2) Given the product [Cl:24][CH2:23][CH2:22][CH2:21][N:8]1[CH2:9][CH2:10][C:11]2[C:12]3[C:17](=[CH:16][CH:15]=[CH:14][CH:13]=3)[NH:18][C:19]=2[CH:7]1[C:1]1[CH:2]=[CH:3][CH:4]=[CH:5][CH:6]=1, predict the reactants needed to synthesize it. The reactants are: [C:1]1([CH:7]2[C:19]3[NH:18][C:17]4[C:12](=[CH:13][CH:14]=[CH:15][CH:16]=4)[C:11]=3[CH2:10][CH2:9][NH:8]2)[CH:6]=[CH:5][CH:4]=[CH:3][CH:2]=1.Br[CH2:21][CH2:22][CH2:23][Cl:24]. (3) The reactants are: [Cl:1][C:2]1[CH:7]=[C:6]([Cl:8])[CH:5]=[CH:4][C:3]=1[C:9]([C:11]1[O:12][C:13]2[CH:20]=[C:19](B3OC(C)(C)C(C)(C)O3)[CH:18]=[CH:17][C:14]=2[C:15]=1[CH3:16])=[O:10].Br[C:31]1[N:36]=[C:35]([C:37]([NH2:39])=[O:38])[CH:34]=[CH:33][CH:32]=1. Given the product [Cl:1][C:2]1[CH:7]=[C:6]([Cl:8])[CH:5]=[CH:4][C:3]=1[C:9]([C:11]1[O:12][C:13]2[CH:20]=[C:19]([C:31]3[N:36]=[C:35]([C:37]([NH2:39])=[O:38])[CH:34]=[CH:33][CH:32]=3)[CH:18]=[CH:17][C:14]=2[C:15]=1[CH3:16])=[O:10], predict the reactants needed to synthesize it. (4) Given the product [OH:8][C@@H:9]([C@H:11]1[CH2:15][N:14]([C@@H:16]([C:18]2[CH:19]=[CH:20][C:21]([O:24][CH3:25])=[CH:22][CH:23]=2)[CH3:17])[C:13](=[O:26])[CH2:12]1)[CH3:10].[C:31]([OH:37])([C:33]([F:36])([F:35])[F:34])=[O:32], predict the reactants needed to synthesize it. The reactants are: BrC1N=C([O:8][C@@H:9]([C@H:11]2[CH2:15][N:14]([C@@H:16]([C:18]3[CH:23]=[CH:22][C:21]([O:24][CH3:25])=[CH:20][CH:19]=3)[CH3:17])[C:13](=[O:26])[CH2:12]2)[CH3:10])C2N(C)C=NC=2C=1.[C:31]([OH:37])([C:33]([F:36])([F:35])[F:34])=[O:32]. (5) Given the product [CH:23]1([NH:26][C:20]([C:17]2[CH:18]=[CH:19][C:14]([C:3]3[CH:4]=[C:5]([C:8]4[O:9][C:10]([CH3:13])=[N:11][N:12]=4)[CH:6]=[CH:7][C:2]=3[CH3:1])=[CH:15][CH:16]=2)=[O:21])[CH2:25][CH2:24]1, predict the reactants needed to synthesize it. The reactants are: [CH3:1][C:2]1[CH:7]=[CH:6][C:5]([C:8]2[O:9][C:10]([CH3:13])=[N:11][N:12]=2)=[CH:4][C:3]=1[C:14]1[CH:19]=[CH:18][C:17]([C:20](O)=[O:21])=[CH:16][CH:15]=1.[CH:23]1([NH2:26])[CH2:25][CH2:24]1.Cl.CN(C)CCCN=C=NCC.ON1C2C=CC=CC=2N=N1. (6) Given the product [NH2:46][C@@H:22]1[C:21](=[O:54])[N:20]2[CH2:55][C@H:17]([O:16][C:12]3[N:13]=[C:14]4[C:5](=[C:6]5[C:11]=3[CH:10]=[CH:9][CH:8]=[CH:7]5)[CH:4]=[CH:3][C:2]([F:1])=[CH:15]4)[CH2:18][C@H:19]2[C:33](=[O:34])[NH:32][C@:31]2([C:36]([NH:37][S:38]([C:41]3([CH3:44])[CH2:42][CH2:43]3)(=[O:39])=[O:40])=[O:45])[CH2:35][C@H:30]2[CH:29]=[CH:28][CH2:27][CH2:26][CH2:25][CH2:24][CH2:23]1, predict the reactants needed to synthesize it. The reactants are: [F:1][C:2]1[CH:3]=[CH:4][C:5]2[C:14]([CH:15]=1)=[N:13][C:12]([O:16][C@H:17]1[CH2:55][N:20]3[C:21](=[O:54])[C@@H:22]([NH:46]C(=O)OC(C)(C)C)[CH2:23][CH2:24][CH2:25][CH2:26][CH2:27][CH:28]=[CH:29][C@@H:30]4[CH2:35][C@@:31]4([C:36](=[O:45])[NH:37][S:38]([C:41]4([CH3:44])[CH2:43][CH2:42]4)(=[O:40])=[O:39])[NH:32][C:33](=[O:34])[C@@H:19]3[CH2:18]1)=[C:11]1[C:6]=2[CH:7]=[CH:8][CH:9]=[CH:10]1. (7) Given the product [CH2:3]1[C:4]2[C:9](=[CH:8][CH:7]=[CH:6][CH:5]=2)[CH2:10][CH:2]1[NH:1][CH:16]1[CH2:15][CH2:14][C:13]([C:20]2[CH:21]=[CH:22][CH:23]=[CH:24][CH:25]=2)([N:12]([CH3:26])[CH3:11])[CH2:18][CH2:17]1, predict the reactants needed to synthesize it. The reactants are: [NH2:1][CH:2]1[CH2:10][C:9]2[C:4](=[CH:5][CH:6]=[CH:7][CH:8]=2)[CH2:3]1.[CH3:11][N:12]([CH3:26])[C:13]1([C:20]2[CH:25]=[CH:24][CH:23]=[CH:22][CH:21]=2)[CH2:18][CH2:17][C:16](=O)[CH2:15][CH2:14]1.C(O)(=O)C.C(O[BH-](OC(=O)C)OC(=O)C)(=O)C.[Na+].